This data is from Full USPTO retrosynthesis dataset with 1.9M reactions from patents (1976-2016). The task is: Predict the reactants needed to synthesize the given product. (1) Given the product [Br:1][C:2]1[CH:3]=[C:4]([CH3:19])[C:5]([CH:8]([Cl:22])[C:10]2[C:15]([F:16])=[CH:14][CH:13]=[C:12]([F:17])[C:11]=2[F:18])=[CH:6][N:7]=1, predict the reactants needed to synthesize it. The reactants are: [Br:1][C:2]1[N:7]=[CH:6][C:5]([CH:8]([C:10]2[C:15]([F:16])=[CH:14][CH:13]=[C:12]([F:17])[C:11]=2[F:18])O)=[C:4]([CH3:19])[CH:3]=1.S(Cl)([Cl:22])=O.CN(C)C=O. (2) Given the product [CH2:1]([O:8][C:9]1[CH:10]=[C:11]([CH2:19][CH2:18][CH2:17][CH2:16][NH:20][CH2:21][CH2:22][CH2:23][CH2:24][OH:25])[CH:12]=[CH:13][CH:14]=1)[C:2]1[CH:7]=[CH:6][CH:5]=[CH:4][CH:3]=1, predict the reactants needed to synthesize it. The reactants are: [CH2:1]([O:8][C:9]1[CH:10]=[C:11](Br)[CH:12]=[CH:13][CH:14]=1)[C:2]1[CH:7]=[CH:6][CH:5]=[CH:4][CH:3]=1.[CH2:16]([NH:20][CH2:21][CH2:22][CH2:23][CH2:24][OH:25])[CH2:17][CH2:18][CH3:19].C[Si](C)(C)[N-][Si](C)(C)C.[K+].O. (3) Given the product [CH3:18][C:4]1[N:3]=[C:2]([NH:1][C:15]([NH:14][C:12](=[O:13])[O:11][CH2:9][CH3:10])=[S:16])[CH:7]=[CH:6][CH:5]=1, predict the reactants needed to synthesize it. The reactants are: [NH2:1][C:2]1[CH:7]=[CH:6][CH:5]=[C:4](Br)[N:3]=1.[CH2:9]([O:11][C:12]([N:14]=[C:15]=[S:16])=[O:13])[CH3:10].Cl[CH2:18]Cl. (4) Given the product [F:18][C:17]1[C:12]2[N:13]([C:9]([C:4]3[CH:5]=[CH:6][C:7]([F:8])=[C:2]([C:24]4[O:23][CH:27]=[CH:26][CH:25]=4)[CH:3]=3)=[CH:10][N:11]=2)[CH:14]=[CH:15][C:16]=1[C:19]([OH:22])([CH3:21])[CH3:20], predict the reactants needed to synthesize it. The reactants are: Cl[C:2]1[CH:3]=[C:4]([C:9]2[N:13]3[CH:14]=[CH:15][C:16]([C:19]([OH:22])([CH3:21])[CH3:20])=[C:17]([F:18])[C:12]3=[N:11][CH:10]=2)[CH:5]=[CH:6][C:7]=1[F:8].[O:23]1[CH:27]=[CH:26][CH:25]=[C:24]1B(O)O.